From a dataset of Forward reaction prediction with 1.9M reactions from USPTO patents (1976-2016). Predict the product of the given reaction. Given the reactants Cl[CH2:2][C:3]([NH:5][C:6]1[CH:14]=[CH:13][CH:12]=[C:11]2[C:7]=1[C:8](=[O:34])[N:9]([C@@H:16]([C:23]1[CH:28]=[CH:27][C:26]([O:29][CH3:30])=[C:25]([O:31][CH2:32][CH3:33])[CH:24]=1)[CH2:17][C:18]([N:20]([CH3:22])[CH3:21])=[O:19])[C:10]2=[O:15])=[O:4].[CH3:35][NH:36][CH3:37].O1CCCC1, predict the reaction product. The product is: [CH3:35][N:36]([CH3:37])[CH2:2][C:3]([NH:5][C:6]1[CH:14]=[CH:13][CH:12]=[C:11]2[C:7]=1[C:8](=[O:34])[N:9]([C@@H:16]([C:23]1[CH:28]=[CH:27][C:26]([O:29][CH3:30])=[C:25]([O:31][CH2:32][CH3:33])[CH:24]=1)[CH2:17][C:18]([N:20]([CH3:22])[CH3:21])=[O:19])[C:10]2=[O:15])=[O:4].